From a dataset of NCI-60 drug combinations with 297,098 pairs across 59 cell lines. Regression. Given two drug SMILES strings and cell line genomic features, predict the synergy score measuring deviation from expected non-interaction effect. (1) Drug 1: CCCCCOC(=O)NC1=NC(=O)N(C=C1F)C2C(C(C(O2)C)O)O. Drug 2: C1CC(=O)NC(=O)C1N2C(=O)C3=CC=CC=C3C2=O. Cell line: K-562. Synergy scores: CSS=-9.82, Synergy_ZIP=4.06, Synergy_Bliss=-0.123, Synergy_Loewe=-8.81, Synergy_HSA=-9.46. (2) Drug 1: CC(CN1CC(=O)NC(=O)C1)N2CC(=O)NC(=O)C2. Drug 2: CC(C1=C(C=CC(=C1Cl)F)Cl)OC2=C(N=CC(=C2)C3=CN(N=C3)C4CCNCC4)N. Cell line: 786-0. Synergy scores: CSS=6.67, Synergy_ZIP=-5.24, Synergy_Bliss=-4.30, Synergy_Loewe=-4.35, Synergy_HSA=-4.09. (3) Drug 1: C1CCC(CC1)NC(=O)N(CCCl)N=O. Cell line: K-562. Synergy scores: CSS=21.1, Synergy_ZIP=1.68, Synergy_Bliss=4.57, Synergy_Loewe=-9.75, Synergy_HSA=4.59. Drug 2: C1CNP(=O)(OC1)N(CCCl)CCCl. (4) Drug 1: CC12CCC3C(C1CCC2=O)CC(=C)C4=CC(=O)C=CC34C. Drug 2: CN(C)N=NC1=C(NC=N1)C(=O)N. Cell line: SK-OV-3. Synergy scores: CSS=49.4, Synergy_ZIP=7.44, Synergy_Bliss=3.68, Synergy_Loewe=-7.18, Synergy_HSA=4.36. (5) Drug 1: CCC1=C2CN3C(=CC4=C(C3=O)COC(=O)C4(CC)O)C2=NC5=C1C=C(C=C5)O. Drug 2: CC1C(C(CC(O1)OC2CC(CC3=C2C(=C4C(=C3O)C(=O)C5=C(C4=O)C(=CC=C5)OC)O)(C(=O)CO)O)N)O.Cl. Cell line: TK-10. Synergy scores: CSS=31.2, Synergy_ZIP=-0.407, Synergy_Bliss=-0.458, Synergy_Loewe=0.358, Synergy_HSA=2.78. (6) Drug 1: C1CCC(C1)C(CC#N)N2C=C(C=N2)C3=C4C=CNC4=NC=N3. Drug 2: C1C(C(OC1N2C=NC3=C2NC=NCC3O)CO)O. Cell line: HOP-62. Synergy scores: CSS=7.83, Synergy_ZIP=2.26, Synergy_Bliss=6.04, Synergy_Loewe=4.94, Synergy_HSA=4.47. (7) Drug 1: C1=NC2=C(N1)C(=S)N=CN2. Drug 2: C(CN)CNCCSP(=O)(O)O. Cell line: SR. Synergy scores: CSS=51.7, Synergy_ZIP=0.685, Synergy_Bliss=1.58, Synergy_Loewe=-51.0, Synergy_HSA=2.35. (8) Drug 1: CC(CN1CC(=O)NC(=O)C1)N2CC(=O)NC(=O)C2. Drug 2: C1CN(P(=O)(OC1)NCCCl)CCCl. Cell line: SR. Synergy scores: CSS=56.7, Synergy_ZIP=0.372, Synergy_Bliss=2.32, Synergy_Loewe=-19.8, Synergy_HSA=2.89.